Dataset: Full USPTO retrosynthesis dataset with 1.9M reactions from patents (1976-2016). Task: Predict the reactants needed to synthesize the given product. Given the product [CH3:10][S:9][C:8]1[C:3]([CH2:2][O:31][C:28]2[CH:29]=[CH:30][C:25]([C:21]3[C:20]([CH3:33])=[C:19]([Cl:18])[N:23]([CH3:24])[N:22]=3)=[CH:26][C:27]=2[CH3:32])=[C:4]([N:11]2[C:15](=[O:16])[N:14]([CH3:17])[N:13]=[N:12]2)[CH:5]=[CH:6][CH:7]=1, predict the reactants needed to synthesize it. The reactants are: Br[CH2:2][C:3]1[C:8]([S:9][CH3:10])=[CH:7][CH:6]=[CH:5][C:4]=1[N:11]1[C:15](=[O:16])[N:14]([CH3:17])[N:13]=[N:12]1.[Cl:18][C:19]1[N:23]([CH3:24])[N:22]=[C:21]([C:25]2[CH:30]=[CH:29][C:28]([OH:31])=[C:27]([CH3:32])[CH:26]=2)[C:20]=1[CH3:33].C(=O)([O-])[O-].[K+].[K+].